This data is from Catalyst prediction with 721,799 reactions and 888 catalyst types from USPTO. The task is: Predict which catalyst facilitates the given reaction. (1) Reactant: C(O[C:5](=[O:7])[CH3:6])(=O)C.[NH2:8][C:9]1[CH:10]=[CH:11][C:12]2[N:32]([CH:33]=1)[C:15]1[N:16]([C:25]3[CH:26]=[N:27][C:28]([Cl:31])=[CH:29][CH:30]=3)[C:17](=[O:24])[C:18]3[C:23]([C:14]=1[N:13]=2)=[CH:22][CH:21]=[CH:20][CH:19]=3.C(N(CC)CC)C. Product: [Cl:31][C:28]1[N:27]=[CH:26][C:25]([N:16]2[C:15]3[N:32]4[CH:33]=[C:9]([NH:8][C:5](=[O:7])[CH3:6])[CH:10]=[CH:11][C:12]4=[N:13][C:14]=3[C:23]3[C:18](=[CH:19][CH:20]=[CH:21][CH:22]=3)[C:17]2=[O:24])=[CH:30][CH:29]=1. The catalyst class is: 4. (2) Reactant: [Cl:1][C:2]1[CH:10]=[CH:9][C:8]([C:11]([F:14])([F:13])[F:12])=[CH:7][C:3]=1[C:4]([OH:6])=[O:5].[N+:15]([O-])([O-:17])=[O:16].[K+]. Product: [Cl:1][C:2]1[C:10]([N+:15]([O-:17])=[O:16])=[CH:9][C:8]([C:11]([F:12])([F:13])[F:14])=[CH:7][C:3]=1[C:4]([OH:6])=[O:5]. The catalyst class is: 82. (3) Reactant: CO[C:3]([C:5]1[N:6]=[C:7]([C:24]#[N:25])[C:8]2[C:13]([C:14]=1[OH:15])=[CH:12][CH:11]=[C:10]([CH2:16][CH2:17][C:18]1[CH:23]=[CH:22][CH:21]=[CH:20][CH:19]=1)[CH:9]=2)=[O:4].[CH3:26][O:27][C:28](=[O:34])[C:29]([CH3:33])([CH3:32])[CH2:30][NH2:31]. Product: [CH3:26][O:27][C:28](=[O:34])[C:29]([CH3:33])([CH3:32])[CH2:30][NH:31][C:3]([C:5]1[N:6]=[C:7]([C:24]#[N:25])[C:8]2[C:13]([C:14]=1[OH:15])=[CH:12][CH:11]=[C:10]([CH2:16][CH2:17][C:18]1[CH:23]=[CH:22][CH:21]=[CH:20][CH:19]=1)[CH:9]=2)=[O:4]. The catalyst class is: 14. (4) Reactant: Cl[C:2]1[C:11]2=[N:12][N:13](CC3C=CC(OC)=CC=3)[CH:14]=[C:10]2[C:9]2[CH:8]=[C:7]([O:24][CH3:25])[CH:6]=[CH:5][C:4]=2[N:3]=1.[NH2:26][C:27]1[CH:36]=[C:35]2[C:30]([N:31]=[CH:32][C:33](=[O:37])[NH:34]2)=[CH:29][CH:28]=1.Cl. Product: [CH3:25][O:24][C:7]1[CH:6]=[CH:5][C:4]2[N:3]=[C:2]([NH:26][C:27]3[CH:36]=[C:35]4[C:30]([N:31]=[CH:32][C:33](=[O:37])[NH:34]4)=[CH:29][CH:28]=3)[C:11]3=[N:12][NH:13][CH:14]=[C:10]3[C:9]=2[CH:8]=1. The catalyst class is: 71. (5) Reactant: [OH:1][C:2]1[CH:7]=[CH:6][C:5](/[C:8](/[CH2:38][CH3:39])=[C:9](\[C:25]2[CH:30]=[CH:29][C:28](/[CH:31]=[CH:32]/[C:33]([O:35][CH2:36][CH3:37])=[O:34])=[CH:27][CH:26]=2)/[C:10]2[CH:11]=[C:12]3[C:16](=[CH:17][CH:18]=2)[N:15]([CH:19]2[CH2:24][CH2:23][CH2:22][CH2:21][O:20]2)[N:14]=[CH:13]3)=[CH:4][CH:3]=1.[CH3:40][O:41][CH2:42][CH2:43]O.C1(P(C2C=CC=CC=2)C2C=CC=CC=2)C=CC=CC=1. Product: [CH3:40][O:41][CH2:42][CH2:43][O:1][C:2]1[CH:3]=[CH:4][C:5](/[C:8](/[CH2:38][CH3:39])=[C:9](\[C:25]2[CH:26]=[CH:27][C:28](/[CH:31]=[CH:32]/[C:33]([O:35][CH2:36][CH3:37])=[O:34])=[CH:29][CH:30]=2)/[C:10]2[CH:11]=[C:12]3[C:16](=[CH:17][CH:18]=2)[N:15]([CH:19]2[CH2:24][CH2:23][CH2:22][CH2:21][O:20]2)[N:14]=[CH:13]3)=[CH:6][CH:7]=1. The catalyst class is: 1. (6) Product: [CH2:1]([O:8][CH2:9][CH2:10][C:11]1[N:23]=[C:22]([C:17]2[CH:18]=[CH:19][CH:20]=[CH:21][C:16]=2[NH2:15])[S:24][CH:12]=1)[C:2]1[CH:7]=[CH:6][CH:5]=[CH:4][CH:3]=1. Reactant: [CH2:1]([O:8][CH2:9][CH2:10][C:11](=O)[CH2:12]Br)[C:2]1[CH:7]=[CH:6][CH:5]=[CH:4][CH:3]=1.[NH2:15][C:16]1[CH:21]=[CH:20][CH:19]=[CH:18][C:17]=1[C:22](=[S:24])[NH2:23]. The catalyst class is: 3. (7) Reactant: [C:1]1([S:7]([C:10]2([O:13][C:14]3[N:19]=[C:18]([Cl:20])[C:17]([N+:21]([O-])=O)=[CH:16][CH:15]=3)[CH2:12][CH2:11]2)(=[O:9])=[O:8])[CH:6]=[CH:5][CH:4]=[CH:3][CH:2]=1.N#N. Product: [C:1]1([S:7]([C:10]2([O:13][C:14]3[N:19]=[C:18]([Cl:20])[C:17]([NH2:21])=[CH:16][CH:15]=3)[CH2:11][CH2:12]2)(=[O:9])=[O:8])[CH:2]=[CH:3][CH:4]=[CH:5][CH:6]=1. The catalyst class is: 515.